From a dataset of NCI-60 drug combinations with 297,098 pairs across 59 cell lines. Regression. Given two drug SMILES strings and cell line genomic features, predict the synergy score measuring deviation from expected non-interaction effect. (1) Drug 1: CCC1(CC2CC(C3=C(CCN(C2)C1)C4=CC=CC=C4N3)(C5=C(C=C6C(=C5)C78CCN9C7C(C=CC9)(C(C(C8N6C)(C(=O)OC)O)OC(=O)C)CC)OC)C(=O)OC)O.OS(=O)(=O)O. Drug 2: C(CC(=O)O)C(=O)CN.Cl. Cell line: HCT116. Synergy scores: CSS=-3.17, Synergy_ZIP=5.89, Synergy_Bliss=6.77, Synergy_Loewe=2.77, Synergy_HSA=0.649. (2) Drug 1: C1=NNC2=C1C(=O)NC=N2. Drug 2: C1C(C(OC1N2C=NC(=NC2=O)N)CO)O. Cell line: ACHN. Synergy scores: CSS=13.1, Synergy_ZIP=-3.68, Synergy_Bliss=2.51, Synergy_Loewe=-26.7, Synergy_HSA=1.38. (3) Drug 1: CCC1=CC2CC(C3=C(CN(C2)C1)C4=CC=CC=C4N3)(C5=C(C=C6C(=C5)C78CCN9C7C(C=CC9)(C(C(C8N6C)(C(=O)OC)O)OC(=O)C)CC)OC)C(=O)OC.C(C(C(=O)O)O)(C(=O)O)O. Drug 2: CCCCCOC(=O)NC1=NC(=O)N(C=C1F)C2C(C(C(O2)C)O)O. Cell line: OVCAR3. Synergy scores: CSS=64.5, Synergy_ZIP=0.512, Synergy_Bliss=1.78, Synergy_Loewe=-31.7, Synergy_HSA=1.20. (4) Drug 1: C1C(C(OC1N2C=C(C(=O)NC2=O)F)CO)O. Drug 2: CCC1(CC2CC(C3=C(CCN(C2)C1)C4=CC=CC=C4N3)(C5=C(C=C6C(=C5)C78CCN9C7C(C=CC9)(C(C(C8N6C)(C(=O)OC)O)OC(=O)C)CC)OC)C(=O)OC)O.OS(=O)(=O)O. Cell line: RXF 393. Synergy scores: CSS=6.73, Synergy_ZIP=-4.05, Synergy_Bliss=-2.60, Synergy_Loewe=-1.07, Synergy_HSA=-0.990. (5) Drug 1: CN(C)C1=NC(=NC(=N1)N(C)C)N(C)C. Drug 2: C1CC(C1)(C(=O)O)C(=O)O.[NH2-].[NH2-].[Pt+2]. Cell line: DU-145. Synergy scores: CSS=49.2, Synergy_ZIP=1.71, Synergy_Bliss=1.72, Synergy_Loewe=-18.4, Synergy_HSA=-1.12.